This data is from Forward reaction prediction with 1.9M reactions from USPTO patents (1976-2016). The task is: Predict the product of the given reaction. (1) Given the reactants [N:1]1[CH:6]=[CH:5][CH:4]=[C:3]([C:7]2([O:25][CH2:26][CH2:27][N:28]3[CH2:32][CH2:31][CH2:30][CH2:29]3)[CH2:24][CH2:23][C:10]3([CH2:15][CH2:14][N:13](C(OC(C)(C)C)=O)[CH2:12][CH2:11]3)[CH2:9][CH2:8]2)[CH:2]=1.C(O)(C(F)(F)F)=O, predict the reaction product. The product is: [N:1]1[CH:6]=[CH:5][CH:4]=[C:3]([C:7]2([O:25][CH2:26][CH2:27][N:28]3[CH2:32][CH2:31][CH2:30][CH2:29]3)[CH2:8][CH2:9][C:10]3([CH2:11][CH2:12][NH:13][CH2:14][CH2:15]3)[CH2:23][CH2:24]2)[CH:2]=1. (2) Given the reactants [NH2:1][C:2]1[S:6][N:5]=[C:4]([CH3:7])[C:3]=1[C:8]([NH:10][C:11]1[CH:16]=[CH:15][C:14]([F:17])=[C:13]([F:18])[CH:12]=1)=[O:9].Cl[C:20]1[N:25]=[C:24]([C:26]([O:28][CH3:29])=[O:27])[CH:23]=[N:22][CH:21]=1.C(=O)([O-])[O-].[Cs+].[Cs+].CC1(C)C2C(=C(P(C3C=CC=CC=3)C3C=CC=CC=3)C=CC=2)OC2C(P(C3C=CC=CC=3)C3C=CC=CC=3)=CC=CC1=2, predict the reaction product. The product is: [F:18][C:13]1[CH:12]=[C:11]([NH:10][C:8]([C:3]2[C:4]([CH3:7])=[N:5][S:6][C:2]=2[NH:1][C:20]2[N:25]=[C:24]([C:26]([O:28][CH3:29])=[O:27])[CH:23]=[N:22][CH:21]=2)=[O:9])[CH:16]=[CH:15][C:14]=1[F:17].